Dataset: Full USPTO retrosynthesis dataset with 1.9M reactions from patents (1976-2016). Task: Predict the reactants needed to synthesize the given product. Given the product [CH3:19][O:20][C:21]1[CH:26]=[CH:25][CH:24]=[CH:23][C:22]=1[N:27]1[CH2:32][CH2:31][N:30]([CH2:2][CH2:3][CH2:4][CH2:5][N:6]2[C:10](=[O:11])[CH2:9][NH:8][C:7]2=[O:12])[CH2:29][CH2:28]1, predict the reactants needed to synthesize it. The reactants are: Cl[CH2:2][CH2:3][CH2:4][CH2:5][N:6]1[C:10](=[O:11])[CH2:9][NH:8][C:7]1=[O:12].C(=O)([O-])[O-].[K+].[K+].[CH3:19][O:20][C:21]1[CH:26]=[CH:25][CH:24]=[CH:23][C:22]=1[N:27]1[CH2:32][CH2:31][NH:30][CH2:29][CH2:28]1.